From a dataset of Reaction yield outcomes from USPTO patents with 853,638 reactions. Predict the reaction yield, written as a fraction of the theoretical maximum amount of product (1.0 means a 100% yield; for example, 0.34 means a 34% yield). (1) The reactants are [Cl:1][C:2]1[CH:3]=[C:4]([C@@:8]([C@@H:16]2[CH2:21][CH2:20][CH2:19][N:18]([C:22]([O:24][C:25]([CH3:28])([CH3:27])[CH3:26])=[O:23])[CH2:17]2)([O:12][CH2:13][CH2:14][OH:15])[CH2:9][CH2:10][CH3:11])[CH:5]=[CH:6][CH:7]=1.CCN(CC)CC.[CH3:36][S:37](Cl)(=[O:39])=[O:38].O. The catalyst is C(Cl)Cl. The product is [Cl:1][C:2]1[CH:3]=[C:4]([C@@:8]([C@@H:16]2[CH2:21][CH2:20][CH2:19][N:18]([C:22]([O:24][C:25]([CH3:27])([CH3:26])[CH3:28])=[O:23])[CH2:17]2)([O:12][CH2:13][CH2:14][O:15][S:37]([CH3:36])(=[O:39])=[O:38])[CH2:9][CH2:10][CH3:11])[CH:5]=[CH:6][CH:7]=1. The yield is 0.990. (2) The reactants are [O:1]1[CH2:5][CH2:4][O:3][CH:2]1[C:6]1[CH:11]=[C:10]([O:12][CH3:13])[CH:9]=[CH:8][C:7]=1/[CH:14]=[CH:15]/[C:16]([N:18]1[C@H:22]([C:23]2[CH:28]=[CH:27][CH:26]=[CH:25][CH:24]=2)[CH2:21][O:20][C:19]1=[O:29])=[O:17].[CH2:30]1[CH2:34]O[CH2:32][CH2:31]1. The catalyst is CSC. The product is [O:3]1[CH2:4][CH2:5][O:1][CH:2]1[C:6]1[CH:11]=[C:10]([O:12][CH3:13])[CH:9]=[CH:8][C:7]=1[C@H:14]([C:30]1[CH:34]=[CH:9][C:8]2[C:32](=[CH:10][CH:11]=[CH:6][CH:7]=2)[CH:31]=1)[CH2:15][C:16]([N:18]1[C@H:22]([C:23]2[CH:28]=[CH:27][CH:26]=[CH:25][CH:24]=2)[CH2:21][O:20][C:19]1=[O:29])=[O:17]. The yield is 0.850.